Dataset: Full USPTO retrosynthesis dataset with 1.9M reactions from patents (1976-2016). Task: Predict the reactants needed to synthesize the given product. (1) The reactants are: C(O[C:4](=[O:18])[C:5](=[N:11][NH:12][CH2:13][CH2:14][CH:15]([CH3:17])[CH3:16])[C:6]1[S:7][CH:8]=[CH:9][CH:10]=1)C.C([CH:21]([C:25](Cl)=[O:26])[C:22](Cl)=[O:23])C.[O-:28][CH2:29][CH3:30].[Na+].Cl. Given the product [CH2:29]([O:28][C:25]([C:21]1[C:22](=[O:23])[N:12]([CH2:13][CH2:14][CH:15]([CH3:16])[CH3:17])[N:11]=[C:5]([C:6]2[S:7][CH:8]=[CH:9][CH:10]=2)[C:4]=1[OH:18])=[O:26])[CH3:30], predict the reactants needed to synthesize it. (2) The reactants are: [CH2:1]([C@H:8]1[N:13]([C:14]([C:16]2[N:17]=[CH:18][N:19]([C@H:28]3[CH2:33][CH2:32][CH2:31][CH2:30][C@@H:29]3[OH:34])[C:20]=2[C:21]2[CH:26]=[CH:25][CH:24]=[C:23]([F:27])[CH:22]=2)=[O:15])[CH2:12][CH2:11][N:10]([C:35]([O:37][C:38]([CH3:41])([CH3:40])[CH3:39])=[O:36])[CH2:9]1)[C:2]1[CH:7]=[CH:6][CH:5]=[CH:4][CH:3]=1.CC(OI1(OC(C)=O)(OC(C)=O)OC(=O)C2C=CC=CC1=2)=O.O. Given the product [CH2:1]([C@H:8]1[N:13]([C:14]([C:16]2[N:17]=[CH:18][N:19]([CH:28]3[CH2:33][CH2:32][CH2:31][CH2:30][C:29]3=[O:34])[C:20]=2[C:21]2[CH:26]=[CH:25][CH:24]=[C:23]([F:27])[CH:22]=2)=[O:15])[CH2:12][CH2:11][N:10]([C:35]([O:37][C:38]([CH3:41])([CH3:40])[CH3:39])=[O:36])[CH2:9]1)[C:2]1[CH:7]=[CH:6][CH:5]=[CH:4][CH:3]=1, predict the reactants needed to synthesize it. (3) Given the product [CH2:36]([O:24][C:23](=[O:25])[C:22]1[CH:21]=[CH:20][C:19]([NH:18][C:16](=[O:17])[C:15]2[CH:28]=[C:29]([O:33][CH3:34])[C:30]([O:31][CH3:32])=[C:13]([NH:12][S:9]([C:4]3[CH:3]=[C:2]([Cl:1])[CH:7]=[C:6]([Cl:8])[CH:5]=3)(=[O:11])=[O:10])[CH:14]=2)=[CH:27][CH:26]=1)[CH3:41], predict the reactants needed to synthesize it. The reactants are: [Cl:1][C:2]1[CH:3]=[C:4]([S:9]([NH:12][C:13]2[CH:14]=[C:15]([CH:28]=[C:29]([O:33][CH3:34])[C:30]=2[O:31][CH3:32])[C:16]([NH:18][C:19]2[CH:27]=[CH:26][C:22]([C:23]([OH:25])=[O:24])=[CH:21][CH:20]=2)=[O:17])(=[O:11])=[O:10])[CH:5]=[C:6]([Cl:8])[CH:7]=1.Cl[C:36]1C=C(S(Cl)(=O)=O)C=C(Cl)[CH:41]=1. (4) Given the product [Br:25][C:26]1[CH:27]=[C:28]([C:6]2[CH:11]=[CH:10][CH:9]=[CH:8][C:7]=2[N:12]2[CH:16]=[N:15][CH:14]=[N:13]2)[CH:29]=[CH:30][CH:31]=1, predict the reactants needed to synthesize it. The reactants are: C([Sn](CCCC)(CCCC)[C:6]1[CH:11]=[CH:10][CH:9]=[CH:8][C:7]=1[N:12]1[CH:16]=[N:15][CH:14]=[N:13]1)CCC.[Br:25][C:26]1[CH:31]=[CH:30][CH:29]=[C:28](Br)[CH:27]=1.[Cl-].[Li+].O. (5) The reactants are: [Cl-].[Li+].C(N(C(C)C)C(C)C)C.Br[C:13]1[CH:14]=[N:15][CH:16]=[C:17]([O:19][CH:20]2[CH2:25][CH2:24][O:23][CH2:22][CH2:21]2)[CH:18]=1.[C:26]([O:30][C:31]([N:33]1[CH2:37][CH2:36][CH:35]([CH:38]=[CH2:39])[CH2:34]1)=[O:32])([CH3:29])([CH3:28])[CH3:27]. Given the product [C:26]([O:30][C:31]([N:33]1[CH2:37][CH2:36][CH:35](/[CH:38]=[CH:39]/[C:13]2[CH:14]=[N:15][CH:16]=[C:17]([O:19][CH:20]3[CH2:25][CH2:24][O:23][CH2:22][CH2:21]3)[CH:18]=2)[CH2:34]1)=[O:32])([CH3:29])([CH3:28])[CH3:27], predict the reactants needed to synthesize it. (6) The reactants are: [Al].[CH2:2](Br)[C:3]#[CH:4].[Cl:6][C:7]1[CH:8]=[C:9]([C:16]([CH3:24])([CH3:23])[CH2:17][C:18](=[O:22])[CH:19]([F:21])[F:20])[C:10]2[O:14][CH2:13][CH2:12][C:11]=2[CH:15]=1. Given the product [Cl:6][C:7]1[CH:8]=[C:9]([C:16]([CH3:24])([CH3:23])[CH2:17][C:18]([CH:19]([F:20])[F:21])([OH:22])[CH2:4][C:3]#[CH:2])[C:10]2[O:14][CH2:13][CH2:12][C:11]=2[CH:15]=1, predict the reactants needed to synthesize it.